This data is from Catalyst prediction with 721,799 reactions and 888 catalyst types from USPTO. The task is: Predict which catalyst facilitates the given reaction. (1) Reactant: [C:1]([C:5]1[CH:9]=[C:8]([NH:10][C:11](=[O:19])OC2C=CC=CC=2)[N:7]([C:20]2[CH:25]=[CH:24][CH:23]=[CH:22][CH:21]=2)[N:6]=1)([CH3:4])([CH3:3])[CH3:2].C(=O)(O)N.[CH3:30][O:31][C:32]1[CH:33]=[C:34]2[C:39](=[CH:40][C:41]=1[O:42][CH2:43][CH2:44][O:45][CH3:46])[N:38]=[CH:37][N:36]=[C:35]2[S:47][C:48]1[CH:49]=[C:50]([CH:52]=[CH:53][CH:54]=1)[NH2:51].C(N(C(C)C)CC)(C)C. Product: [C:1]([C:5]1[CH:9]=[C:8]([NH:10][C:11]([NH:51][C:50]2[CH:52]=[CH:53][CH:54]=[C:48]([S:47][C:35]3[C:34]4[C:39](=[CH:40][C:41]([O:42][CH2:43][CH2:44][O:45][CH3:46])=[C:32]([O:31][CH3:30])[CH:33]=4)[N:38]=[CH:37][N:36]=3)[CH:49]=2)=[O:19])[N:7]([C:20]2[CH:25]=[CH:24][CH:23]=[CH:22][CH:21]=2)[N:6]=1)([CH3:2])([CH3:4])[CH3:3]. The catalyst class is: 142. (2) Reactant: [Cl:1][C:2]1[C:7]([Cl:8])=[C:6]([C:9]2[S:13][C:12]([C:14]3[CH:18]=[C:17]([C:19]([OH:22])([CH3:21])[CH3:20])[O:16][N:15]=3)=[N:11][C:10]=2[CH2:23][OH:24])[CH:5]=[CH:4][C:3]=1[S:25]([NH:28][C@@H:29]([CH3:34])[C:30]([F:33])([F:32])[F:31])(=[O:27])=[O:26].C(O)(=[O:37])C.C(O)(=O)C.IC1C=CC=CC=1.CC1(C)N([O])C(C)(C)CCC1. Product: [Cl:8][C:7]1[C:2]([Cl:1])=[C:3]([S:25](=[O:27])(=[O:26])[NH:28][C@@H:29]([CH3:34])[C:30]([F:32])([F:31])[F:33])[CH:4]=[CH:5][C:6]=1[C:9]1[S:13][C:12]([C:14]2[CH:18]=[C:17]([C:19]([OH:22])([CH3:20])[CH3:21])[O:16][N:15]=2)=[N:11][C:10]=1[C:23]([OH:37])=[O:24]. The catalyst class is: 144. (3) Reactant: [Cl:1][C:2]1[CH:21]=[CH:20][C:5]([CH2:6][NH:7][C:8]([C:10]23[CH2:19][CH:14]4[CH2:15][CH:16]([CH2:18][CH:12]([CH2:13]4)[CH2:11]2)[CH2:17]3)=[O:9])=[CH:4][CH:3]=1.[H-].[Na+].[CH3:24]I. Product: [Cl:1][C:2]1[CH:3]=[CH:4][C:5]([CH2:6][N:7]([CH3:24])[C:8]([C:10]23[CH2:11][CH:12]4[CH2:18][CH:16]([CH2:15][CH:14]([CH2:13]4)[CH2:19]2)[CH2:17]3)=[O:9])=[CH:20][CH:21]=1. The catalyst class is: 3.